This data is from Forward reaction prediction with 1.9M reactions from USPTO patents (1976-2016). The task is: Predict the product of the given reaction. (1) Given the reactants [CH3:1][CH:2]1[C:9]2[CH:8]=[CH:7][S:6][C:5]=2[CH:4]=[C:3]1[CH3:10].CC1C2C=CSC=2CC=1C.[Li]CCCC.[Cl:26][Si:27](Cl)([CH3:29])[CH3:28], predict the reaction product. The product is: [Cl:26][Si:27]([CH:4]1[C:5]2[S:6][CH:7]=[CH:8][C:9]=2[C:2]([CH3:1])=[C:3]1[CH3:10])([CH3:29])[CH3:28]. (2) The product is: [CH3:1][O:3][C:4]([C:6]1[N:11]2[N:12]=[C:13]([NH:15][C:16]([NH:18][CH2:19][CH3:20])=[O:17])[N:14]=[C:10]2[CH:9]=[C:8]([C:24]2[CH:23]=[N:22][CH:27]=[CH:26][CH:25]=2)[CH:7]=1)=[O:5]. Given the reactants [CH2:1]([O:3][C:4]([C:6]1[N:11]2[N:12]=[C:13]([NH:15][C:16]([NH:18][CH2:19][CH3:20])=[O:17])[N:14]=[C:10]2[CH:9]=[C:8](Br)[CH:7]=1)=[O:5])C.[N:22]1[CH:27]=[CH:26][CH:25]=[C:24]([Sn](C)(C)C)[CH:23]=1.BrC1C=NC=CC=1.[Li+].[Cl-], predict the reaction product. (3) The product is: [CH:43]([O:8][CH2:9][CH2:10][CH2:11][N:12]1[C:17](=[O:18])[C:16]2[C:19]([CH2:32][C:34]3[CH:39]=[CH:38][C:37]([Cl:40])=[CH:36][CH:35]=3)=[C:20]([C:23]3[CH:28]=[CH:27][CH:26]=[CH:25][C:24]=3[CH:29]([CH3:30])[CH3:31])[N:21]=[CH:22][C:15]=2[N:14]([CH3:41])[C:13]1=[O:42])=[O:44]. Given the reactants [Si]([O:8][CH2:9][CH2:10][CH2:11][N:12]1[C:17](=[O:18])[C:16]2[C:19]([CH:32]([C:34]3[CH:39]=[CH:38][C:37]([Cl:40])=[CH:36][CH:35]=3)O)=[C:20]([C:23]3[CH:28]=[CH:27][CH:26]=[CH:25][C:24]=3[CH:29]([CH3:31])[CH3:30])[N:21]=[CH:22][C:15]=2[N:14]([CH3:41])[C:13]1=[O:42])(C(C)(C)C)(C)C.[CH:43](O)=[O:44], predict the reaction product. (4) Given the reactants [NH2:1][C@@H:2]([CH3:36])[C:3]([NH:5][C@H:6]1[CH2:12][O:11][C:10]2[CH:13]=[CH:14][CH:15]=[CH:16][C:9]=2[N:8]([CH2:17][C:18]2[C:26]3[C:21](=[CH:22][CH:23]=[CH:24][CH:25]=3)[N:20]([C:27]3[CH:32]=[CH:31][CH:30]=[CH:29][C:28]=3[C:33]#[N:34])[N:19]=2)[C:7]1=[O:35])=[O:4].[CH3:37][C:38]1([CH3:41])[CH2:40][O:39]1, predict the reaction product. The product is: [C:33]([C:28]1[CH:29]=[CH:30][CH:31]=[CH:32][C:27]=1[N:20]1[C:21]2[C:26](=[CH:25][CH:24]=[CH:23][CH:22]=2)[C:18]([CH2:17][N:8]2[C:7](=[O:35])[C@@H:6]([NH:5][C:3](=[O:4])[C@@H:2]([NH:1][CH2:37][C:38]([OH:39])([CH3:41])[CH3:40])[CH3:36])[CH2:12][O:11][C:10]3[CH:13]=[CH:14][CH:15]=[CH:16][C:9]2=3)=[N:19]1)#[N:34]. (5) Given the reactants [CH2:1]([C:4]1[N:5]([CH2:17][CH2:18][CH2:19][CH2:20][CH2:21][C:22]([O:24]CC)=[O:23])[C:6]2[C:15]3[CH:14]=[CH:13][CH:12]=[CH:11][C:10]=3[N:9]=[CH:8][C:7]=2[N:16]=1)[CH2:2][CH3:3].[OH-].[Na+], predict the reaction product. The product is: [CH2:1]([C:4]1[N:5]([CH2:17][CH2:18][CH2:19][CH2:20][CH2:21][C:22]([OH:24])=[O:23])[C:6]2[C:15]3[CH:14]=[CH:13][CH:12]=[CH:11][C:10]=3[N:9]=[CH:8][C:7]=2[N:16]=1)[CH2:2][CH3:3].